This data is from Tyrosyl-DNA phosphodiesterase HTS with 341,365 compounds. The task is: Binary Classification. Given a drug SMILES string, predict its activity (active/inactive) in a high-throughput screening assay against a specified biological target. (1) The compound is O1C2C(OP(OC2)(O)=O)C(OC(=O)CCC)C1n1c2[nH]c(nc(=O)c2nc1)NC(=O)CCC. The result is 0 (inactive). (2) The drug is S(=O)(=O)(N(CC)CC)c1ccc(cc1)C(=O)Nc1ccc(OCC(=O)N2CCOCC2)cc1. The result is 0 (inactive). (3) The compound is Fc1cc(CN2CCN(CC2)CC(=O)NC(c2ccccc2)C)ccc1. The result is 0 (inactive). (4) The drug is O1CCN(Cc2c3occ(c(=O)c3cc(c2O)CC)c2cn(nc2)c2ccccc2)CC1. The result is 0 (inactive). (5) The drug is o1c2c(c(CC(=O)Nc3cc(cc(c3)C(OC)=O)C(OC)=O)c1)ccc(OC)c2. The result is 0 (inactive). (6) The molecule is o1c2c(c3nn(cc3CC2)CC(=O)NCc2cc(OC)ccc2)c(c1C(=O)N1CCCC1)C. The result is 0 (inactive).